Dataset: Reaction yield outcomes from USPTO patents with 853,638 reactions. Task: Predict the reaction yield, written as a fraction of the theoretical maximum amount of product (1.0 means a 100% yield; for example, 0.34 means a 34% yield). (1) The reactants are Cl[C:2]1[N:7]=[C:6]([CH3:8])[C:5]([N+:9]([O-:11])=[O:10])=[C:4]([CH3:12])[N:3]=1.Cl.[CH2:14]([O:16][C:17](=[O:20])[CH2:18][NH2:19])[CH3:15].C(N(CC)CC)C. The catalyst is C(O)C. The product is [CH3:12][C:4]1[C:5]([N+:9]([O-:11])=[O:10])=[C:6]([CH3:8])[N:7]=[C:2]([NH:19][CH2:18][C:17]([O:16][CH2:14][CH3:15])=[O:20])[N:3]=1. The yield is 0.860. (2) The reactants are [N:1]1([C:17]([O:19][CH2:20][CH:21]2[C:33]3[CH:32]=[CH:31][CH:30]=[CH:29][C:28]=3[C:27]3[C:22]2=[CH:23][CH:24]=[CH:25][CH:26]=3)=[O:18])[CH2:5][CH2:4][CH2:3][C@H:2]1[C:6]([O:8][CH2:9][C:10]([O:12]C(C)(C)C)=[O:11])=[O:7].C([SiH](C(C)C)C(C)C)(C)C.FC(F)(F)C(O)=O. The catalyst is C(Cl)Cl. The product is [CH:23]1[C:22]2[CH:21]([CH2:20][O:19][C:17]([N:1]3[CH2:5][CH2:4][CH2:3][C@H:2]3[C:6]([O:8][CH2:9][C:10]([OH:12])=[O:11])=[O:7])=[O:18])[C:33]3[C:28](=[CH:29][CH:30]=[CH:31][CH:32]=3)[C:27]=2[CH:26]=[CH:25][CH:24]=1. The yield is 1.00. (3) The reactants are Br[C:2]1[CH:3]=[C:4]2[C:9](=[CH:10][CH:11]=1)[N:8]=[CH:7][C:6]([C:12]([CH:14]1[CH2:16][CH2:15]1)=[O:13])=[C:5]2[NH:17][C:18]1[CH:19]=[N:20][C:21]([N:24]2[CH2:29][CH2:28][CH2:27][CH:26]([NH:30]C(=O)OC(C)(C)C)[CH2:25]2)=[N:22][CH:23]=1.[Cl:38][C:39]1[CH:44]=[C:43](B2OC(C)(C)C(C)(C)O2)[CH:42]=[C:41]([Cl:54])[C:40]=1[OH:55]. No catalyst specified. The product is [NH2:30][CH:26]1[CH2:27][CH2:28][CH2:29][N:24]([C:21]2[N:20]=[CH:19][C:18]([NH:17][C:5]3[C:4]4[C:9](=[CH:10][CH:11]=[C:2]([C:43]5[CH:44]=[C:39]([Cl:38])[C:40]([OH:55])=[C:41]([Cl:54])[CH:42]=5)[CH:3]=4)[N:8]=[CH:7][C:6]=3[C:12]([CH:14]3[CH2:16][CH2:15]3)=[O:13])=[CH:23][N:22]=2)[CH2:25]1. The yield is 0.0800.